Task: Predict the reactants needed to synthesize the given product.. Dataset: Retrosynthesis with 50K atom-mapped reactions and 10 reaction types from USPTO (1) Given the product CC1CC(NS(=O)(=O)C2CC2)CC1c1cnc2cnc3c(ccn3COCC[Si](C)(C)C)n12, predict the reactants needed to synthesize it. The reactants are: CC1CC(N)CC1c1cnc2cnc3c(ccn3COCC[Si](C)(C)C)n12.O=S(=O)(Cl)C1CC1. (2) Given the product Cc1onc(-c2ccc(Cl)cc2F)c1CO, predict the reactants needed to synthesize it. The reactants are: CCOC(=O)c1c(-c2ccc(Cl)cc2F)noc1C. (3) Given the product C[C@]12CC[C@H]3[C@@H](CCC4=CC(=O)CC[C@@]43COC(=O)C34CC5CC(CC(C5)C3)C4)[C@@H]1CCC2=O, predict the reactants needed to synthesize it. The reactants are: C[C@]12CC[C@H]3[C@@H](CCC4=CC(=O)CC[C@@]43CO)[C@@H]1CCC2=O.O=C(O)C12CC3CC(CC(C3)C1)C2. (4) Given the product CC(C)(C)OC(=O)N[C@@](C)(CO)c1ccc2c(C(F)(F)F)c(OC3CCC(C4CCCC4)CC3)ccc2c1, predict the reactants needed to synthesize it. The reactants are: CC(C)(C)OC(=O)OC(=O)OC(C)(C)C.C[C@](N)(CO)c1ccc2c(C(F)(F)F)c(OC3CCC(C4CCCC4)CC3)ccc2c1. (5) Given the product CN(C)C(=O)OCCOc1cc(-n2c(=O)cc(C(F)(F)F)n(C)c2=O)c(F)cc1Cl, predict the reactants needed to synthesize it. The reactants are: CN(C)C(=O)Cl.Cn1c(C(F)(F)F)cc(=O)n(-c2cc(OCCO)c(Cl)cc2F)c1=O.